Task: Predict the reactants needed to synthesize the given product.. Dataset: Full USPTO retrosynthesis dataset with 1.9M reactions from patents (1976-2016) (1) Given the product [CH3:1][C:2]1[CH:7]=[CH:6][C:5]([NH:8][C:9](=[O:10])[C:11]2[CH:12]=[C:13]([N:23]3[CH2:28][CH2:27][NH:26][CH2:25][CH2:24]3)[CH:14]=[C:15]([S:17]([F:20])([F:22])([F:21])([F:18])[F:19])[CH:16]=2)=[CH:4][C:3]=1[N:36]1[C:43]2[N:39]([N:40]=[C:41]([C:44]3[CH:45]=[N:46][NH:47][CH:48]=3)[CH:42]=2)[CH:38]=[CH:37]1, predict the reactants needed to synthesize it. The reactants are: [CH3:1][C:2]1[CH:7]=[CH:6][C:5]([NH:8][C:9]([C:11]2[CH:12]=[C:13]([N:23]3[CH2:28][CH2:27][N:26](C(OC(C)(C)C)=O)[CH2:25][CH2:24]3)[CH:14]=[C:15]([S:17]([F:22])([F:21])([F:20])([F:19])[F:18])[CH:16]=2)=[O:10])=[CH:4][C:3]=1[N:36]1[C:43]2[N:39]([N:40]=[C:41]([C:44]3[CH:45]=[N:46][NH:47][CH:48]=3)[CH:42]=2)[CH:38]=[CH:37]1.FC(F)(F)C(O)=O. (2) Given the product [Cl:18][C:19]1[N:20]=[C:21]([NH:1][C:2]2[CH:3]=[N:4][CH:5]=[N:6][CH:7]=2)[C:22]([N+:31]([O-:33])=[O:32])=[C:23]([N:25]2[CH2:30][CH2:29][O:28][CH2:27][CH2:26]2)[N:24]=1, predict the reactants needed to synthesize it. The reactants are: [NH2:1][C:2]1[CH:3]=[N:4][CH:5]=[N:6][CH:7]=1.C[Si]([N-][Si](C)(C)C)(C)C.[Na+].[Cl:18][C:19]1[N:24]=[C:23]([N:25]2[CH2:30][CH2:29][O:28][CH2:27][CH2:26]2)[C:22]([N+:31]([O-:33])=[O:32])=[C:21](Cl)[N:20]=1.C(O)(=O)C. (3) Given the product [CH2:1]([N:8]1[CH2:13][CH2:12][C@H:11]([N:22]2[CH2:27][CH2:26][O:25][CH2:24][CH2:23]2)[C@H:10]([C:15]2[CH:20]=[CH:19][C:18]([Cl:21])=[CH:17][CH:16]=2)[CH2:9]1)[C:2]1[CH:7]=[CH:6][CH:5]=[CH:4][CH:3]=1, predict the reactants needed to synthesize it. The reactants are: [CH2:1]([N:8]1[CH2:13][CH2:12][C:11](=O)[CH:10]([C:15]2[CH:20]=[CH:19][C:18]([Cl:21])=[CH:17][CH:16]=2)[CH2:9]1)[C:2]1[CH:7]=[CH:6][CH:5]=[CH:4][CH:3]=1.[NH:22]1[CH2:27][CH2:26][O:25][CH2:24][CH2:23]1.C([BH3-])#N.[Na+]. (4) Given the product [CH3:28][O:27][CH2:26][O:25][C:13]1[CH:12]=[C:11]([O:10][C:9]2[CH:8]=[CH:7][C:6]([S:5][CH2:34][CH:36]3[CH2:37][O:38]3)=[CH:30][CH:29]=2)[CH:16]=[CH:15][C:14]=1[NH:17][C:18](=[O:24])[O:19][C:20]([CH3:21])([CH3:22])[CH3:23], predict the reactants needed to synthesize it. The reactants are: CN(C)C([S:5][C:6]1[CH:30]=[CH:29][C:9]([O:10][C:11]2[CH:16]=[CH:15][C:14]([NH:17][C:18](=[O:24])[O:19][C:20]([CH3:23])([CH3:22])[CH3:21])=[C:13]([O:25][CH2:26][O:27][CH3:28])[CH:12]=2)=[CH:8][CH:7]=1)=O.[OH-].[K+].[CH2:34]([CH:36]1[O:38][CH2:37]1)Cl. (5) The reactants are: [OH:1][N:2]1[C:6]2[CH:7]=[CH:8][CH:9]=[C:10]([CH3:11])[C:5]=2[N:4]=[C:3]1[CH3:12].[CH3:13][O:14][C:15]1[CH:20]=[CH:19][C:18]([CH2:21][CH2:22]O)=[CH:17][CH:16]=1.C1(P(C2C=CC=CC=2)C2C=CC=CC=2)C=CC=CC=1.CCOC(/N=N/C(OCC)=O)=O. Given the product [CH3:13][O:14][C:15]1[CH:20]=[CH:19][C:18]([CH2:21][CH2:22][O:1][N:2]2[C:6]3[CH:7]=[CH:8][CH:9]=[C:10]([CH3:11])[C:5]=3[N:4]=[C:3]2[CH3:12])=[CH:17][CH:16]=1, predict the reactants needed to synthesize it. (6) Given the product [C:42]([O:46][C:29](=[O:28])[NH:37][C:11]1[C:7]([C:2]2[CH:3]=[CH:4][CH:5]=[CH:6][C:1]=2[CH3:15])=[N:8][O:9][CH:10]=1)([CH3:45])([CH3:44])[CH3:43], predict the reactants needed to synthesize it. The reactants are: [C:1]1([CH3:15])[CH:6]=[CH:5][CH:4]=[CH:3][C:2]=1[C:7]1[C:11](C(O)=O)=[CH:10][O:9][N:8]=1.C1C=CC(OP([O:28][C:29]2C=CC=CC=2)(N=[N+]=[N-])=O)=CC=1.C([N:37](CC)CC)C.[C:42]([OH:46])([CH3:45])([CH3:44])[CH3:43]. (7) The reactants are: [O:1]1[C:5]([C:6]([OH:8])=O)=[CH:4][N:3]=[CH:2]1.Cl.[NH2:10][C@H:11]([CH2:18][C:19]1[CH:24]=[CH:23][C:22]([C:25]2[CH:30]=[C:29]([F:31])[CH:28]=[CH:27][C:26]=2[O:32][CH3:33])=[CH:21][CH:20]=1)[CH2:12][C:13]([O:15][CH2:16][CH3:17])=[O:14].CN(C(ON1N=NC2C=CC=NC1=2)=[N+](C)C)C.F[P-](F)(F)(F)(F)F. Given the product [F:31][C:29]1[CH:28]=[CH:27][C:26]([O:32][CH3:33])=[C:25]([C:22]2[CH:21]=[CH:20][C:19]([CH2:18][C@@H:11]([NH:10][C:6]([C:5]3[O:1][CH:2]=[N:3][CH:4]=3)=[O:8])[CH2:12][C:13]([O:15][CH2:16][CH3:17])=[O:14])=[CH:24][CH:23]=2)[CH:30]=1, predict the reactants needed to synthesize it. (8) Given the product [CH3:2][O:3][C:4]([C@H:6]1[CH2:11][N:10]([S:54]([C:45]2[N:44]([S:41]([C:35]3[CH:40]=[CH:39][CH:38]=[CH:37][CH:36]=3)(=[O:43])=[O:42])[C:52]3[C:47]([CH:46]=2)=[CH:48][C:49]([Cl:53])=[CH:50][CH:51]=3)(=[O:56])=[O:55])[CH2:9][C:8](=[O:12])[N:7]1[CH2:13][CH:14]1[CH2:19][CH2:18][N:17]([C:20]2[CH:25]=[CH:24][C:23](=[O:26])[N:22]([CH3:27])[N:21]=2)[CH2:16][CH2:15]1)=[O:5], predict the reactants needed to synthesize it. The reactants are: Cl.[CH3:2][O:3][C:4]([C@H:6]1[CH2:11][NH:10][CH2:9][C:8](=[O:12])[N:7]1[CH2:13][CH:14]1[CH2:19][CH2:18][N:17]([C:20]2[CH:25]=[CH:24][C:23](=[O:26])[N:22]([CH3:27])[N:21]=2)[CH2:16][CH2:15]1)=[O:5].C(N(CC)CC)C.[C:35]1([S:41]([N:44]2[C:52]3[C:47](=[CH:48][C:49]([Cl:53])=[CH:50][CH:51]=3)[CH:46]=[C:45]2[S:54](Cl)(=[O:56])=[O:55])(=[O:43])=[O:42])[CH:40]=[CH:39][CH:38]=[CH:37][CH:36]=1. (9) Given the product [C:19]1([CH3:18])[CH:24]=[C:23]([CH3:25])[CH:22]=[C:21]([CH3:26])[C:20]=1[NH:9][C:8]1[C:3]([O:2][CH3:1])=[N:4][C:5]([N:11]([CH2:15][CH2:16][CH3:17])[CH2:12][CH2:13][CH3:14])=[N:6][C:7]=1[CH3:10], predict the reactants needed to synthesize it. The reactants are: [CH3:1][O:2][C:3]1[C:8]([NH2:9])=[C:7]([CH3:10])[N:6]=[C:5]([N:11]([CH2:15][CH2:16][CH3:17])[CH2:12][CH2:13][CH3:14])[N:4]=1.[CH3:18][C:19]1[CH:24]=[C:23]([CH3:25])[CH:22]=[C:21]([CH3:26])[C:20]=1Br.C1(P(C2C=CC=CC=2)C2C=CC3C(=CC=CC=3)C=2C2C3C(=CC=CC=3)C=CC=2P(C2C=CC=CC=2)C2C=CC=CC=2)C=CC=CC=1.CC(C)([O-])C.[Na+]. (10) Given the product [CH2:33]([O:35][CH:36]1[CH2:37][N:38]([C:2]2[N:10]=[C:9]([S:11][CH2:12][C:13]3[CH:18]=[CH:17][C:16]([O:19][CH3:20])=[C:15]([N+:21]([O-:23])=[O:22])[CH:14]=3)[N:8]=[C:7]3[C:3]=2[N:4]=[CH:5][N:6]3[CH3:24])[CH2:39][CH2:40][O:41]1)[CH3:34], predict the reactants needed to synthesize it. The reactants are: Cl[C:2]1[N:10]=[C:9]([S:11][CH2:12][C:13]2[CH:18]=[CH:17][C:16]([O:19][CH3:20])=[C:15]([N+:21]([O-:23])=[O:22])[CH:14]=2)[N:8]=[C:7]2[C:3]=1[N:4]=[CH:5][N:6]2[CH3:24].C(N(CC)CC)C.Cl.[CH2:33]([O:35][CH:36]1[O:41][CH2:40][CH2:39][NH:38][CH2:37]1)[CH3:34].